Dataset: Full USPTO retrosynthesis dataset with 1.9M reactions from patents (1976-2016). Task: Predict the reactants needed to synthesize the given product. (1) Given the product [O:23]1[C:24]2[CH:30]=[CH:29][CH:28]=[CH:27][C:25]=2[N:26]=[C:22]1[S:21][CH2:2][CH2:3][CH2:4][CH2:5][CH2:6][CH2:7][CH2:8][CH2:9][C:10]([NH:12][C:13]1[C:14]([S:19][CH3:20])=[N:15][CH:16]=[CH:17][CH:18]=1)=[O:11], predict the reactants needed to synthesize it. The reactants are: Br[CH2:2][CH2:3][CH2:4][CH2:5][CH2:6][CH2:7][CH2:8][CH2:9][C:10]([NH:12][C:13]1[C:14]([S:19][CH3:20])=[N:15][CH:16]=[CH:17][CH:18]=1)=[O:11].[SH:21][C:22]1[O:23][C:24]2[CH:30]=[CH:29][CH:28]=[CH:27][C:25]=2[N:26]=1.C(=O)([O-])[O-].[K+].[K+].C1OCCOCCOCCOCCOCCOC1. (2) The reactants are: [C:1]([O:4][C@H:5]1[C@@H:19]([O:20][C:21](=[O:23])[CH3:22])[C@H:18]([O:24][C:25](=[O:27])[CH3:26])[C@@H:17]([CH2:28][O:29][C:30](=[O:32])[CH3:31])[O:16][C@@H:6]1[O:7][C:8]1[CH:13]=[CH:12][C:11](I)=[CH:10][C:9]=1[Cl:15])(=[O:3])[CH3:2].C([O-])([O-])=O.[Cs+].[Cs+].CC(C1C=C(C(C)C)C(C2C=CC=CC=2P(C2CCCCC2)C2CCCCC2)=C(C(C)C)C=1)C.[N+:73]([C:76]1[CH:77]=[C:78]2[C:82](=[CH:83][CH:84]=1)[NH:81][CH2:80][CH2:79]2)([O-:75])=[O:74]. Given the product [C:1]([O:4][C@H:5]1[C@@H:19]([O:20][C:21](=[O:23])[CH3:22])[C@H:18]([O:24][C:25](=[O:27])[CH3:26])[C@@H:17]([CH2:28][O:29][C:30](=[O:32])[CH3:31])[O:16][C@@H:6]1[O:7][C:8]1[CH:13]=[CH:12][C:11]([N:81]2[C:82]3[C:78](=[CH:77][C:76]([N+:73]([O-:75])=[O:74])=[CH:84][CH:83]=3)[CH2:79][CH2:80]2)=[CH:10][C:9]=1[Cl:15])(=[O:3])[CH3:2], predict the reactants needed to synthesize it. (3) Given the product [CH3:17][O:16][C:10]1[C:8]2[N:9]=[C:5]([NH2:4])[S:6][C:7]=2[C:13]([CH:14]=[CH2:15])=[CH:12][CH:11]=1, predict the reactants needed to synthesize it. The reactants are: COC(=O)[NH:4][C:5]1[S:6][C:7]2[C:13]([CH:14]=[CH2:15])=[CH:12][CH:11]=[C:10]([O:16][CH3:17])[C:8]=2[N:9]=1.O. (4) Given the product [F:4][C:5]([F:10])([F:9])[C:6]1[N:8]=[C:14]([OH:13])[CH:15]=[C:16]([C:17]([F:20])([F:19])[F:18])[N:7]=1, predict the reactants needed to synthesize it. The reactants are: C[O-].[Na+].[F:4][C:5]([F:10])([F:9])[C:6]([NH2:8])=[NH:7].C([O:13][C:14](=O)[CH2:15][C:16](=O)[C:17]([F:20])([F:19])[F:18])C. (5) The reactants are: [CH:1]1([C:6]2[CH:15]=[CH:14][C:13]3[C:8](=[CH:9][CH:10]=[CH:11][CH:12]=3)[N:7]=2)[CH2:5][CH2:4][CH2:3][CH2:2]1.[BH4-].[Na+]. Given the product [CH:1]1([CH:6]2[CH2:15][CH2:14][C:13]3[C:8](=[CH:9][CH:10]=[CH:11][CH:12]=3)[NH:7]2)[CH2:2][CH2:3][CH2:4][CH2:5]1, predict the reactants needed to synthesize it. (6) Given the product [CH:1]1([CH2:4][C@@H:5]2[NH:10][C:9](=[O:11])[C@H:8]([CH2:12][CH:13]([CH3:15])[CH3:14])[N:7]([C:29]([C:26]3[CH:25]=[C:24]([C:18]4[CH:19]=[CH:20][C:21]([F:23])=[CH:22][C:17]=4[F:16])[O:28][N:27]=3)=[O:30])[CH2:6]2)[CH2:2][CH2:3]1, predict the reactants needed to synthesize it. The reactants are: [CH:1]1([CH2:4][C@@H:5]2[NH:10][C:9](=[O:11])[C@H:8]([CH2:12][CH:13]([CH3:15])[CH3:14])[NH:7][CH2:6]2)[CH2:3][CH2:2]1.[F:16][C:17]1[CH:22]=[C:21]([F:23])[CH:20]=[CH:19][C:18]=1[C:24]1[O:28][N:27]=[C:26]([C:29](O)=[O:30])[CH:25]=1.C([C@@H]1N(C([C@@H]2C[C@H]2C2C=CC=CC=2)=O)C[C@H](CC(C)C)NC1=O)C(C)C.